From a dataset of Catalyst prediction with 721,799 reactions and 888 catalyst types from USPTO. Predict which catalyst facilitates the given reaction. Product: [NH:7]1[C:8]2[C:4](=[CH:3][C:2]([NH:1][C:15](=[O:16])[CH2:14][CH2:13][CH:12]([CH3:18])[CH3:11])=[CH:10][CH:9]=2)[CH:5]=[N:6]1. The catalyst class is: 9. Reactant: [NH2:1][C:2]1[CH:3]=[C:4]2[C:8](=[CH:9][CH:10]=1)[NH:7][N:6]=[CH:5]2.[CH3:11][CH:12]([CH3:18])[CH2:13][CH2:14][C:15](O)=[O:16].Cl.C(N=C=NCCCN(C)C)C.OC1C2N=NNC=2C=CC=1.C(N(CC)CC)C.[OH-].[Na+].